From a dataset of Reaction yield outcomes from USPTO patents with 853,638 reactions. Predict the reaction yield, written as a fraction of the theoretical maximum amount of product (1.0 means a 100% yield; for example, 0.34 means a 34% yield). (1) The reactants are [CH3:1][C:2]1([CH3:27])[C:10]2[C:5](=[CH:6][CH:7]=[C:8]([N:11](C(OC(C)(C)C)=O)[NH:12]C(OC(C)(C)C)=O)[CH:9]=2)[CH2:4][CH2:3]1.FC(F)(F)C(O)=O.[C:35]([O:41]CC)(=O)[CH2:36][C:37]([CH3:39])=O. The catalyst is C(O)(=O)C. The product is [CH3:1][C:2]1([CH3:27])[C:10]2[C:5](=[CH:6][CH:7]=[C:8]([N:11]3[C:35](=[O:41])[CH2:36][C:37]([CH3:39])=[N:12]3)[CH:9]=2)[CH2:4][CH2:3]1. The yield is 0.477. (2) The reactants are [CH2:1]([O:3][C:4]([C:6]1[S:7][C:8](Br)=[CH:9][CH:10]=1)=[O:5])[CH3:2].C(N(CC)CC)C.[CH3:19][C:20]([CH3:24])([CH3:23])[C:21]#[CH:22]. The catalyst is CN(C=O)C.[Cu](I)I.C1C=CC(/C=C/C(/C=C/C2C=CC=CC=2)=O)=CC=1.C1C=CC(/C=C/C(/C=C/C2C=CC=CC=2)=O)=CC=1.C1C=CC(/C=C/C(/C=C/C2C=CC=CC=2)=O)=CC=1.[Pd].[Pd]. The product is [CH2:1]([O:3][C:4]([C:6]1[S:7][C:8]([C:22]#[C:21][C:20]([CH3:24])([CH3:23])[CH3:19])=[CH:9][CH:10]=1)=[O:5])[CH3:2]. The yield is 0.950. (3) The reactants are [N:1]12[CH2:9][CH:5]([CH2:6][CH2:7][CH2:8]1)[CH:4]([OH:10])[CH2:3][CH2:2]2.[C:11](OC(=O)C)(=[O:13])[CH3:12]. The product is [N:1]12[CH2:9][CH:5]([CH2:6][CH2:7][CH2:8]1)[CH:4]([O:10][C:11](=[O:13])[CH3:12])[CH2:3][CH2:2]2. The yield is 0.870. No catalyst specified. (4) The reactants are C([O:3][C:4]([C:6]1[S:10][C:9]([O:11][C:12]2[CH:17]=[CH:16][CH:15]=[CH:14][CH:13]=2)=[N:8][CH:7]=1)=O)C.[H-].[Al+3].[Li+].[H-].[H-].[H-].O.[OH-].[Na+]. The catalyst is O1CCCC1. The product is [O:11]([C:9]1[S:10][C:6]([CH2:4][OH:3])=[CH:7][N:8]=1)[C:12]1[CH:13]=[CH:14][CH:15]=[CH:16][CH:17]=1. The yield is 0.850. (5) The reactants are [CH3:1][NH:2][NH2:3].[F:4][C:5]([F:20])([F:19])[C:6](=O)[C:7](=[N:16][OH:17])[C:8]([C:10]1[CH:15]=[CH:14][CH:13]=[CH:12][CH:11]=1)=O.[O-]S([O-])(=O)=O.[Mg+2]. The catalyst is CCO. The product is [CH3:1][N:2]1[C:6]([C:5]([F:20])([F:4])[F:19])=[C:7]([N:16]=[O:17])[C:8]([C:10]2[CH:15]=[CH:14][CH:13]=[CH:12][CH:11]=2)=[N:3]1. The yield is 0.460. (6) The product is [Cl:11][C:12]1[CH:13]=[C:14]([C:19]2[CH:24]=[C:23]([F:25])[CH:22]=[CH:21][C:20]=2[NH:26][C:7]([C:6]2[C:2]([I:1])=[N:3][N:4]([CH3:10])[CH:5]=2)=[O:8])[CH:15]=[CH:16][C:17]=1[Cl:18]. The catalyst is C(Cl)Cl. The reactants are [I:1][C:2]1[C:6]([C:7](O)=[O:8])=[CH:5][N:4]([CH3:10])[N:3]=1.[Cl:11][C:12]1[CH:13]=[C:14]([C:19]2[C:20]([NH2:26])=[CH:21][CH:22]=[C:23]([F:25])[CH:24]=2)[CH:15]=[CH:16][C:17]=1[Cl:18].C(N(CC)C(C)C)(C)C.F[P-](F)(F)(F)(F)F.Br[P+](N1CCCC1)(N1CCCC1)N1CCCC1. The yield is 0.535. (7) The reactants are C(OC([N:8]1[CH2:12][CH2:11][CH2:10][CH:9]1[C:13](=[O:32])[NH:14][C:15]1[CH:20]=[CH:19][C:18]([C:21]2[CH:26]=[CH:25][CH:24]=[CH:23][C:22]=2[S:27]([CH3:30])(=[O:29])=[O:28])=[CH:17][C:16]=1[CH3:31])=O)(C)(C)C.FC(F)(F)C(O)=O. The catalyst is C(Cl)Cl. The product is [CH3:30][S:27]([C:22]1[CH:23]=[CH:24][CH:25]=[CH:26][C:21]=1[C:18]1[CH:19]=[CH:20][C:15]([NH:14][C:13]([CH:9]2[CH2:10][CH2:11][CH2:12][NH:8]2)=[O:32])=[C:16]([CH3:31])[CH:17]=1)(=[O:29])=[O:28]. The yield is 0.930. (8) The reactants are [CH3:1][S:2]([C:5]1[CH:10]=[CH:9][C:8]([C:11]2[NH:12][C:13]([C:16]3[CH:21]=[CH:20][C:19]([C:22]([F:25])([F:24])[F:23])=[CH:18][C:17]=3[NH2:26])=[N:14][N:15]=2)=[CH:7][CH:6]=1)(=[O:4])=[O:3].[N:27]1[CH:32]=[CH:31][C:30]([CH:33]=O)=[CH:29][CH:28]=1.C(O[BH-](OC(=O)C)OC(=O)C)(=O)C.[Na+].C(O)(=O)C. The catalyst is ClCCl. The product is [CH3:1][S:2]([C:5]1[CH:10]=[CH:9][C:8]([C:11]2[NH:12][C:13]([C:16]3[CH:21]=[CH:20][C:19]([C:22]([F:25])([F:23])[F:24])=[CH:18][C:17]=3[NH:26][CH2:33][C:30]3[CH:31]=[CH:32][N:27]=[CH:28][CH:29]=3)=[N:14][N:15]=2)=[CH:7][CH:6]=1)(=[O:4])=[O:3]. The yield is 0.135. (9) The reactants are C(OC([N:8]1[CH2:12][CH2:11][CH:10]([N:13]2[CH:17]=[C:16]([C:18](=[O:20])[NH2:19])[C:15]([C:21]3[CH:26]=[CH:25][C:24]([O:27][C:28]4[CH:33]=[CH:32][CH:31]=[CH:30][CH:29]=4)=[CH:23][CH:22]=3)=[N:14]2)[CH2:9]1)=O)(C)(C)C.Cl.CCO. The catalyst is C(Cl)Cl. The product is [O:27]([C:24]1[CH:25]=[CH:26][C:21]([C:15]2[C:16]([C:18]([NH2:19])=[O:20])=[CH:17][N:13]([CH:10]3[CH2:11][CH2:12][NH:8][CH2:9]3)[N:14]=2)=[CH:22][CH:23]=1)[C:28]1[CH:33]=[CH:32][CH:31]=[CH:30][CH:29]=1. The yield is 0.910. (10) The reactants are Cl[CH2:2][CH:3]=O.C([O:9][C:10](=[O:28])[C:11]1[C:16]([NH:17][C:18]2[CH:23]=[CH:22][C:21]([Br:24])=[CH:20][C:19]=2[Cl:25])=[C:15]([F:26])[C:14]([NH2:27])=[N:13][CH:12]=1)(C)(C)C. The catalyst is CCO. The product is [Br:24][C:21]1[CH:22]=[CH:23][C:18]([NH:17][C:16]2[C:11]([C:10]([OH:9])=[O:28])=[CH:12][N:13]3[CH:2]=[CH:3][N:27]=[C:14]3[C:15]=2[F:26])=[C:19]([Cl:25])[CH:20]=1. The yield is 0.740.